This data is from Forward reaction prediction with 1.9M reactions from USPTO patents (1976-2016). The task is: Predict the product of the given reaction. (1) Given the reactants C(OC([NH:8][CH2:9][CH2:10][CH2:11][CH2:12][S:13]([N:16]([C:18]1[N:27]=[C:26]([C:28]([O:30][CH3:31])=[O:29])[C:25]([O:32][S:33]([C:36]2[CH:42]=[CH:41][C:39]([CH3:40])=[CH:38][CH:37]=2)(=[O:35])=[O:34])=[C:24]2[C:19]=1[CH:20]=[CH:21][CH:22]=[N:23]2)[CH3:17])(=[O:15])=[O:14])=O)(C)(C)C.FC(F)(F)C(O)=O, predict the reaction product. The product is: [NH2:8][CH2:9][CH2:10][CH2:11][CH2:12][S:13]([N:16]([C:18]1[N:27]=[C:26]([C:28]([O:30][CH3:31])=[O:29])[C:25]([O:32][S:33]([C:36]2[CH:42]=[CH:41][C:39]([CH3:40])=[CH:38][CH:37]=2)(=[O:34])=[O:35])=[C:24]2[C:19]=1[CH:20]=[CH:21][CH:22]=[N:23]2)[CH3:17])(=[O:15])=[O:14]. (2) Given the reactants [CH3:1][NH:2][C:3]1[O:4][CH:5]=[C:6]([C:8]2[CH:15]=[CH:14][C:11]([C:12]#[N:13])=[CH:10][CH:9]=2)[N:7]=1.[C:16]([O:20][C:21](O[C:21]([O:20][C:16]([CH3:19])([CH3:18])[CH3:17])=[O:22])=[O:22])([CH3:19])([CH3:18])[CH3:17].[BH4-].[Na+], predict the reaction product. The product is: [C:16]([O:20][C:21]([NH:13][CH2:12][C:11]1[CH:14]=[CH:15][C:8]([C:6]2[N:7]=[C:3]([NH:2][CH3:1])[O:4][CH:5]=2)=[CH:9][CH:10]=1)=[O:22])([CH3:19])([CH3:18])[CH3:17]. (3) The product is: [N:1]1([CH:6]([CH3:10])[C:7]([NH:45][C:42]2[CH:41]=[CH:40][C:39]([C:38]([O:37][CH2:35][CH3:36])=[O:46])=[CH:44][CH:43]=2)=[O:9])[CH2:2][CH2:3][CH2:4][CH2:5]1. Given the reactants [N:1]1([CH:6]([CH3:10])[C:7]([OH:9])=O)[CH2:5][CH2:4][CH2:3][CH2:2]1.CN(C(ON1N=NC2C=CC=NC1=2)=[N+](C)C)C.F[P-](F)(F)(F)(F)F.[CH2:35]([O:37][C:38](=[O:46])[C:39]1[CH:44]=[CH:43][C:42]([NH2:45])=[CH:41][CH:40]=1)[CH3:36].CN1CCOCC1, predict the reaction product. (4) Given the reactants C([O:3][C:4](=[O:44])[CH2:5][O:6][C:7]1[CH:12]=[CH:11][C:10]([S:13][C:14]2[CH:19]=[C:18]([O:20][C:21]3[CH:26]=[CH:25][C:24]([C:27]([F:30])([F:29])[F:28])=[CH:23][N:22]=3)[CH:17]=[C:16]([C:31]#[C:32][C:33]3[CH:38]=[CH:37][C:36]([S:39]([CH3:42])(=[O:41])=[O:40])=[CH:35][CH:34]=3)[CH:15]=2)=[CH:9][C:8]=1[CH3:43])C.[OH-].[Na+].Cl, predict the reaction product. The product is: [CH3:42][S:39]([C:36]1[CH:35]=[CH:34][C:33]([C:32]#[C:31][C:16]2[CH:15]=[C:14]([S:13][C:10]3[CH:11]=[CH:12][C:7]([O:6][CH2:5][C:4]([OH:44])=[O:3])=[C:8]([CH3:43])[CH:9]=3)[CH:19]=[C:18]([O:20][C:21]3[CH:26]=[CH:25][C:24]([C:27]([F:30])([F:29])[F:28])=[CH:23][N:22]=3)[CH:17]=2)=[CH:38][CH:37]=1)(=[O:40])=[O:41]. (5) Given the reactants [CH3:1][CH2:2][CH2:3][CH2:4][C:5]1[CH:6]=[CH:7][C:8]([C:11]([OH:13])=O)=[N:9][CH:10]=1.Cl.[CH3:15][O:16][NH:17][CH3:18].C(Cl)CCl.C1C=CC2N(O)N=NC=2C=1.CCN(CC)CC, predict the reaction product. The product is: [CH3:15][O:16][N:17]([CH3:18])[C:11]([C:8]1[CH:7]=[CH:6][C:5]([CH2:4][CH2:3][CH2:2][CH3:1])=[CH:10][N:9]=1)=[O:13]. (6) Given the reactants [NH:1]1[CH:5]=[C:4]([C:6]2[CH:22]=[CH:21][C:9]3[C:10]4[N:11]=[C:12]([C:18]([OH:20])=O)[S:13][C:14]=4[CH2:15][CH2:16][O:17][C:8]=3[CH:7]=2)[CH:3]=[N:2]1.[N:23]1[CH:28]=[CH:27][C:26]([N:29]2[CH2:35][CH2:34][CH2:33][NH:32][CH2:31][CH2:30]2)=[CH:25][CH:24]=1, predict the reaction product. The product is: [NH:1]1[CH:5]=[C:4]([C:6]2[CH:22]=[CH:21][C:9]3[C:10]4[N:11]=[C:12]([C:18]([N:32]5[CH2:33][CH2:34][CH2:35][N:29]([C:26]6[CH:27]=[CH:28][N:23]=[CH:24][CH:25]=6)[CH2:30][CH2:31]5)=[O:20])[S:13][C:14]=4[CH2:15][CH2:16][O:17][C:8]=3[CH:7]=2)[CH:3]=[N:2]1. (7) Given the reactants [CH3:1][N:2]1[CH:6]=[CH:5][C:4]([NH:7][C:8]([C:10]2[CH:15]=[C:14](B3OC(C)(C)C(C)(C)O3)[CH:13]=[C:12]([CH3:25])[N:11]=2)=[O:9])=[N:3]1.Br[C:27]1[CH:32]=[CH:31][N:30]=[C:29]([CH3:33])[CH:28]=1, predict the reaction product. The product is: [CH3:1][N:2]1[CH:6]=[CH:5][C:4]([NH:7][C:8]([C:10]2[CH:15]=[C:14]([C:27]3[CH:32]=[CH:31][N:30]=[C:29]([CH3:33])[CH:28]=3)[CH:13]=[C:12]([CH3:25])[N:11]=2)=[O:9])=[N:3]1. (8) Given the reactants [NH2:1][C:2]1[C:3]2[C:13](=[O:14])[N:12]([C:15]3[CH:20]=[CH:19][C:18]([C:21]([CH3:27])([CH:23]([OH:26])[C:24]#[CH:25])[CH3:22])=[CH:17][CH:16]=3)[CH2:11][CH2:10][C:4]=2[N:5]=[C:6]([O:8][CH3:9])[N:7]=1.CC(OI1(OC(C)=O)(OC(C)=O)OC(=O)C2C=CC=CC1=2)=O, predict the reaction product. The product is: [NH2:1][C:2]1[C:3]2[C:13](=[O:14])[N:12]([C:15]3[CH:20]=[CH:19][C:18]([C:21]([CH3:27])([C:23](=[O:26])[C:24]#[CH:25])[CH3:22])=[CH:17][CH:16]=3)[CH2:11][CH2:10][C:4]=2[N:5]=[C:6]([O:8][CH3:9])[N:7]=1. (9) Given the reactants [NH2:1][C:2]1[C:3](=[O:17])[N:4]([CH2:9][C:10]([O:12][C:13]([CH3:16])([CH3:15])[CH3:14])=[O:11])[C:5]([CH3:8])=[CH:6][CH:7]=1.[CH2:18]([S:25](Cl)(=[O:27])=[O:26])[C:19]1[CH:24]=[CH:23][CH:22]=[CH:21][CH:20]=1, predict the reaction product. The product is: [CH2:18]([S:25]([NH:1][C:2]1[C:3](=[O:17])[N:4]([CH2:9][C:10]([O:12][C:13]([CH3:16])([CH3:15])[CH3:14])=[O:11])[C:5]([CH3:8])=[CH:6][CH:7]=1)(=[O:27])=[O:26])[C:19]1[CH:24]=[CH:23][CH:22]=[CH:21][CH:20]=1. (10) Given the reactants [CH2:1]([O:3][C@:4]12[C@@H:17]3[N:18]([CH3:21])[CH2:19][CH2:20][C@:9]1([C:10]1[C:11]([OH:24])=[C:12]([O:22][CH3:23])[CH:13]=[CH:14][C:15]=1[CH2:16]3)[C@H:8]([CH3:25])[C:7](=[O:26])[CH2:6][CH2:5]2)[CH3:2].[C:27]([O-:30])([O-])=[O:28].[K+].[K+], predict the reaction product. The product is: [C:27]([OH:30])(=[O:28])[C:5]1[C:4](=[CH:9][CH:8]=[CH:7][CH:6]=1)[OH:3].[CH2:1]([O:3][C@:4]12[C@@H:17]3[N:18]([CH3:21])[CH2:19][CH2:20][C@:9]1([C:10]1[C:11]([O:24][CH3:27])=[C:12]([O:22][CH3:23])[CH:13]=[CH:14][C:15]=1[CH2:16]3)[C@H:8]([CH3:25])[C:7](=[O:26])[CH2:6][CH2:5]2)[CH3:2].